From a dataset of Catalyst prediction with 721,799 reactions and 888 catalyst types from USPTO. Predict which catalyst facilitates the given reaction. Reactant: [CH3:1][O:2][C:3]1[C:9]([O:10][CH3:11])=[CH:8][CH:7]=[CH:6][C:4]=1[NH2:5].C(O[CH:15]=[C:16]([C:22]([O:24][CH2:25][CH3:26])=[O:23])[C:17]([O:19][CH2:20][CH3:21])=[O:18])C. Product: [CH3:1][O:2][C:3]1[C:9]([O:10][CH3:11])=[CH:8][CH:7]=[CH:6][C:4]=1[NH:5][CH:15]=[C:16]([C:17]([O:19][CH2:20][CH3:21])=[O:18])[C:22]([O:24][CH2:25][CH3:26])=[O:23]. The catalyst class is: 8.